From a dataset of Catalyst prediction with 721,799 reactions and 888 catalyst types from USPTO. Predict which catalyst facilitates the given reaction. (1) Reactant: [Br:1][C:2]1[CH:3]=[C:4]([C:9](=O)[C:10]([C:12]2[CH:17]=[CH:16][CH:15]=[CH:14]C=2)=O)[CH:5]=[CH:6][C:7]=1[F:8].[CH3:19][NH:20][C:21]([NH2:23])=[S:22].[OH-:24].[K+].Cl.[CH3:27]S(C)=O. Product: [Br:1][C:2]1[CH:3]=[C:4]([C:9]2([C:10]3[CH:12]=[CH:17][CH:16]=[CH:15][CH:14]=3)[NH:23][C:21](=[S:22])[N:20]([CH3:27])[C:19]2=[O:24])[CH:5]=[CH:6][C:7]=1[F:8]. The catalyst class is: 6. (2) Reactant: N1C=CC=CC=1NC1C=CC=CC=1N.[Cl:15]C1C=C(C=CC=1)/C=C/C(Cl)=O.[N:27]1[CH:32]=[CH:31][CH:30]=[CH:29][C:28]=1[N:33]1[C:37]2[CH:38]=[CH:39][CH:40]=[CH:41][C:36]=2[N:35]=[C:34]1/[CH:42]=[CH:43]/[C:44]1[CH:49]=[CH:48][CH:47]=[CH:46][CH:45]=1.[ClH:50]. Product: [ClH:15].[Cl:50][C:46]1[CH:45]=[C:44]([CH:49]=[CH:48][CH:47]=1)/[CH:43]=[CH:42]/[C:34]1[N:33]([C:28]2[CH:29]=[CH:30][CH:31]=[CH:32][N:27]=2)[C:37]2[CH:38]=[CH:39][CH:40]=[CH:41][C:36]=2[N:35]=1. The catalyst class is: 5. (3) Reactant: [NH2:1][CH2:2][C:3]1[CH:4]=[CH:5][C:6]([NH:13][C:14]2[CH:19]=[C:18]([C:20]([F:23])([F:22])[F:21])[CH:17]=[CH:16][C:15]=2[NH:24][C:25]2[CH:30]=[CH:29][CH:28]=[CH:27][C:26]=2[C:31]([O:33][CH3:34])=[O:32])=[C:7]([CH:12]=1)[C:8]([O:10][CH3:11])=[O:9].[N+]([O-])([O-])=O.CC1C=C(C)[N:42]([C:46](=N)[NH3+:47])N=1.C(N(CC)CC)C. Product: [NH2:47][C:46]([NH:1][CH2:2][C:3]1[CH:4]=[CH:5][C:6]([NH:13][C:14]2[CH:19]=[C:18]([C:20]([F:23])([F:21])[F:22])[CH:17]=[CH:16][C:15]=2[NH:24][C:25]2[CH:30]=[CH:29][CH:28]=[CH:27][C:26]=2[C:31]([O:33][CH3:34])=[O:32])=[C:7]([CH:12]=1)[C:8]([O:10][CH3:11])=[O:9])=[NH:42]. The catalyst class is: 14. (4) Reactant: [CH3:1][CH:2]1[CH2:7][C:6](=[O:8])[CH2:5][C:4](=[O:9])[CH2:3]1.C(N(CC)CC)C.[CH2:17]([O:19][C:20]1[CH:28]=[CH:27][C:23]([C:24](Cl)=[O:25])=[CH:22][CH:21]=1)[CH3:18].OC1CCCC(=O)C=1C(=O)C1C=CC(OC)=CC=1. Product: [CH2:17]([O:19][C:20]1[CH:28]=[CH:27][C:23]([C:24]([C:5]2[C:4](=[O:9])[CH2:3][CH:2]([CH3:1])[CH2:7][C:6]=2[OH:8])=[O:25])=[CH:22][CH:21]=1)[CH3:18]. The catalyst class is: 10. (5) Reactant: [NH2:1][C@@:2]1([C:22]#[N:23])[C@H:7]([O:8][CH2:9][C:10]2[CH:15]=[CH:14][C:13]([Cl:16])=[C:12]([Cl:17])[CH:11]=2)[CH2:6][C@@H:5]2[C@H:3]1[C@@:4]2([F:21])[C:18]([NH2:20])=[O:19].N[C@]1(C#N)[C@H](OCC2C=CC(Cl)=C(Cl)C=2)C[C@@H]2[C@H]1[C@@]2(F)C(N)=O.[C:47]1([CH3:57])[CH:52]=[CH:51][C:50]([S:53]([OH:56])(=[O:55])=[O:54])=[CH:49][CH:48]=1. Product: [C:47]1([CH3:57])[CH:48]=[CH:49][C:50]([S:53]([OH:56])(=[O:54])=[O:55])=[CH:51][CH:52]=1.[NH2:1][C@@:2]1([C:22]#[N:23])[C@H:7]([O:8][CH2:9][C:10]2[CH:15]=[CH:14][C:13]([Cl:16])=[C:12]([Cl:17])[CH:11]=2)[CH2:6][C@@H:5]2[C@H:3]1[C@@:4]2([F:21])[C:18]([NH2:20])=[O:19]. The catalyst class is: 13. (6) Product: [CH2:1]([N:8]([CH2:18][C:19]1[CH:24]=[CH:23][CH:22]=[CH:21][CH:20]=1)[C@H:9]1[CH2:17][O:16][C@H:12]([C:13]([NH2:26])=[O:14])[CH2:11][CH2:10]1)[C:2]1[CH:7]=[CH:6][CH:5]=[CH:4][CH:3]=1. The catalyst class is: 42. Reactant: [CH2:1]([N:8]([CH2:18][C:19]1[CH:24]=[CH:23][CH:22]=[CH:21][CH:20]=1)[C@H:9]1[CH2:17][O:16][C@H:12]([C:13](O)=[O:14])[CH2:11][CH2:10]1)[C:2]1[CH:7]=[CH:6][CH:5]=[CH:4][CH:3]=1.O[N:26]1C2C=CC=CC=2N=N1.Cl.C(N=C=NCCCN(C)C)C.[Cl-].[NH4+].C(N(CC)C(C)C)(C)C.